Dataset: NCI-60 drug combinations with 297,098 pairs across 59 cell lines. Task: Regression. Given two drug SMILES strings and cell line genomic features, predict the synergy score measuring deviation from expected non-interaction effect. (1) Drug 1: CC1OCC2C(O1)C(C(C(O2)OC3C4COC(=O)C4C(C5=CC6=C(C=C35)OCO6)C7=CC(=C(C(=C7)OC)O)OC)O)O. Drug 2: CC(C)(C#N)C1=CC(=CC(=C1)CN2C=NC=N2)C(C)(C)C#N. Cell line: MALME-3M. Synergy scores: CSS=2.80, Synergy_ZIP=-3.86, Synergy_Bliss=-3.30, Synergy_Loewe=-7.11, Synergy_HSA=-4.41. (2) Drug 1: CNC(=O)C1=CC=CC=C1SC2=CC3=C(C=C2)C(=NN3)C=CC4=CC=CC=N4. Drug 2: CCN(CC)CCCC(C)NC1=C2C=C(C=CC2=NC3=C1C=CC(=C3)Cl)OC. Cell line: NCI-H226. Synergy scores: CSS=23.1, Synergy_ZIP=-1.03, Synergy_Bliss=7.40, Synergy_Loewe=5.18, Synergy_HSA=5.57.